This data is from Reaction yield outcomes from USPTO patents with 853,638 reactions. The task is: Predict the reaction yield, written as a fraction of the theoretical maximum amount of product (1.0 means a 100% yield; for example, 0.34 means a 34% yield). The reactants are [Cl-].[Cl-].[CH-:3]1[CH:7]=[CH:6][CH:5]=[CH:4]1.[CH-:8]1[CH:12]=[CH:11][CH:10]=[CH:9]1.[Ti+2:13].C[Li]. The catalyst is CCOCC.O. The product is [CH3:8][C-:3]1[CH:7]=[CH:6][CH:5]=[CH:4]1.[C-:8]1([CH3:3])[CH:12]=[CH:11][CH:10]=[CH:9]1.[Ti+2:13]. The yield is 0.980.